From a dataset of Catalyst prediction with 721,799 reactions and 888 catalyst types from USPTO. Predict which catalyst facilitates the given reaction. (1) Reactant: C([Li])CCC.[CH2:6]([C@H:13]1[CH2:17][O:16][C:15](=[O:18])[NH:14]1)[C:7]1[CH:12]=[CH:11][CH:10]=[CH:9][CH:8]=1.[CH3:19][C:20]1[CH:30]=[CH:29][C:23]([O:24][CH2:25][C:26](Cl)=[O:27])=[CH:22][CH:21]=1. Product: [CH2:6]([C@H:13]1[CH2:17][O:16][C:15](=[O:18])[N:14]1[C:26](=[O:27])[CH2:25][O:24][C:23]1[CH:29]=[CH:30][C:20]([CH3:19])=[CH:21][CH:22]=1)[C:7]1[CH:8]=[CH:9][CH:10]=[CH:11][CH:12]=1. The catalyst class is: 392. (2) Reactant: [OH:1][C:2]1[CH:3]=[C:4]2[C:9](=[CH:10][CH:11]=1)[CH:8]=[C:7](C(O)=O)[CH:6]=[CH:5]2.C[C@H]1[C@]2(O)[C@H]3[C@](O)(CC(COC(C)=O)=C[C@H]2[C@@H]2C(C)(C)[C@]2(O[C:43](CC2C=CC=CC=2)=[O:44])C1)C(=O)C(C)=C3.[CH2:52]([OH:59])[C:53]1[CH:58]=[CH:57][CH:56]=[CH:55][CH:54]=1.CC[N:62](CC)CC. Product: [OH:1][C:2]1[CH:3]=[C:4]2[C:9](=[CH:10][CH:11]=1)[CH:8]=[C:7]([NH:62][C:43]([O:59][CH2:52][C:53]1[CH:58]=[CH:57][CH:56]=[CH:55][CH:54]=1)=[O:44])[CH:6]=[CH:5]2. The catalyst class is: 11. (3) Reactant: [NH2:1][C:2]1[CH:3]=[C:4]([C:8](=[O:19])/[CH:9]=[CH:10]/[C:11]2[CH:16]=[CH:15][C:14]([O:17][CH3:18])=[CH:13][CH:12]=2)[CH:5]=[CH:6][CH:7]=1.[Cl:20][C:21]1[CH:22]=[C:23]2[C:32](=[CH:33][CH:34]=1)[C:31](Cl)=[C:30]1[C:25]([CH:26]=[CH:27][C:28]([O:36][CH3:37])=[CH:29]1)=[N:24]2.Cl.COC1C=CC(C=O)=CC=1.[OH-].[Na+]. Product: [Cl:20][C:21]1[CH:22]=[C:23]2[C:32](=[CH:33][CH:34]=1)[C:31]([NH:1][C:2]1[CH:3]=[C:4]([C:8](=[O:19])[CH:9]=[CH:10][C:11]3[CH:12]=[CH:13][C:14]([O:17][CH3:18])=[CH:15][CH:16]=3)[CH:5]=[CH:6][CH:7]=1)=[C:30]1[C:25]([CH:26]=[CH:27][C:28]([O:36][CH3:37])=[CH:29]1)=[N:24]2. The catalyst class is: 645. (4) Reactant: [CH3:1][O:2][C:3]1[C:13]([C:14]#[N:15])=[C:6]2[N:7]=[C:8]([CH3:12])[CH:9]=[C:10]([CH3:11])[N:5]2[N:4]=1.N. Product: [CH3:1][O:2][C:3]1[C:13]([CH2:14][NH2:15])=[C:6]2[N:7]=[C:8]([CH3:12])[CH:9]=[C:10]([CH3:11])[N:5]2[N:4]=1. The catalyst class is: 94.